This data is from Full USPTO retrosynthesis dataset with 1.9M reactions from patents (1976-2016). The task is: Predict the reactants needed to synthesize the given product. (1) Given the product [C:26]([O:9][C:10]1[CH:11]=[CH:12][CH:13]=[CH:14][CH:15]=1)(=[O:28])[CH2:25][CH2:24][CH2:23][CH2:22][CH2:21][CH2:20][CH2:19][CH2:18][C:17]([O:30][C:10]1[CH:15]=[CH:14][CH:13]=[CH:12][CH:11]=1)=[O:29], predict the reactants needed to synthesize it. The reactants are: P([O-])([O:9][C:10]1[CH:15]=[CH:14][CH:13]=[CH:12][CH:11]=1)[O:9][C:10]1[CH:15]=[CH:14][CH:13]=[CH:12][CH:11]=1.[C:17]([OH:30])(=[O:29])[CH2:18][CH2:19][CH2:20][CH2:21][CH2:22][CH2:23][CH2:24][CH2:25][C:26]([OH:28])=O. (2) Given the product [CH3:1][O:2][C:3]([C:5]1[S:6][C:7]([C:11]#[C:12][C:13]([CH3:16])([CH3:15])[CH3:14])=[CH:8][C:9]=1[NH:10][CH:25]1[CH2:24][CH2:23][CH:22]([N:17]2[CH:21]=[CH:20][N:19]=[N:18]2)[CH2:27][CH2:26]1)=[O:4], predict the reactants needed to synthesize it. The reactants are: [CH3:1][O:2][C:3]([C:5]1[S:6][C:7]([C:11]#[C:12][C:13]([CH3:16])([CH3:15])[CH3:14])=[CH:8][C:9]=1[NH2:10])=[O:4].[N:17]1([CH:22]2[CH2:27][CH2:26][C:25](=O)[CH2:24][CH2:23]2)[CH:21]=[CH:20][N:19]=[N:18]1.C([Sn](Cl)(Cl)CCCC)CCC.C1([SiH3])C=CC=CC=1. (3) Given the product [CH:1]1([NH:7][CH2:8][CH2:9][Cl:13])[CH2:6][CH2:5][CH2:4][CH2:3][CH2:2]1, predict the reactants needed to synthesize it. The reactants are: [CH:1]1([NH:7][CH2:8][CH2:9]O)[CH2:6][CH2:5][CH2:4][CH2:3][CH2:2]1.O=S(Cl)[Cl:13]. (4) Given the product [Cl:15][C:16]1[CH:17]=[CH:18][C:19]([S:46]([CH2:49][CH3:50])(=[O:47])=[O:48])=[C:20]([CH:45]=1)[CH2:21][N:22]1[C:31](=[O:32])[C:30]2[C:25](=[CH:26][C:27]([CH2:37][N:38]3[CH2:43][CH2:42][N:41]([CH:52]([CH3:54])[CH3:51])[CH2:40][CH2:39]3)=[C:28]([C:33]([F:36])([F:34])[F:35])[CH:29]=2)[NH:24][C:23]1=[O:44], predict the reactants needed to synthesize it. The reactants are: C(O[BH-](OC(=O)C)OC(=O)C)(=O)C.[Na+].[Cl:15][C:16]1[CH:17]=[CH:18][C:19]([S:46]([CH2:49][CH3:50])(=[O:48])=[O:47])=[C:20]([CH:45]=1)[CH2:21][N:22]1[C:31](=[O:32])[C:30]2[C:25](=[CH:26][C:27]([CH2:37][N:38]3[CH2:43][CH2:42][NH:41][CH2:40][CH2:39]3)=[C:28]([C:33]([F:36])([F:35])[F:34])[CH:29]=2)[NH:24][C:23]1=[O:44].[CH3:51][C:52]([CH3:54])=O.C(=O)(O)[O-].[Na+]. (5) Given the product [NH2:21][C:14]1[C:15]([C:17]([F:18])([F:20])[F:19])=[C:16]2[C:8]([CH:7]3[CH2:6][CH2:5][N:4]([C:25]([O:27][C:28]([CH3:30])([CH3:31])[CH3:29])=[O:26])[CH2:3][CH:2]3[CH3:1])=[CH:9][N:10]([CH3:24])[C:11]2=[N:12][CH:13]=1, predict the reactants needed to synthesize it. The reactants are: [CH3:1][CH:2]1[C:7]([C:8]2[C:16]3[C:11](=[N:12][CH:13]=[C:14]([N+:21]([O-])=O)[C:15]=3[C:17]([F:20])([F:19])[F:18])[N:10]([CH3:24])[CH:9]=2)=[CH:6][CH2:5][N:4]([C:25]([O:27][C:28]([CH3:31])([CH3:30])[CH3:29])=[O:26])[CH2:3]1.C([O-])=O.[NH4+]. (6) Given the product [F:40][C:4]1[CH:3]=[C:2]([N:45]2[CH2:46][CH2:47][CH:42]([F:41])[CH2:43][CH2:44]2)[CH:38]=[C:37]([F:39])[C:5]=1[CH2:6][N:7]1[C:11]2[CH:12]=[C:13]([O:16][CH2:17][C:18]3[C:23]([F:24])=[CH:22][C:21]([CH3:25])=[CH:20][N:19]=3)[CH:14]=[CH:15][C:10]=2[N:9]=[C:8]1[C@H:26]1[CH2:31][CH2:30][CH2:29][CH2:28][C@H:27]1[C:32]([O:34][CH2:35][CH3:36])=[O:33], predict the reactants needed to synthesize it. The reactants are: Br[C:2]1[CH:38]=[C:37]([F:39])[C:5]([CH2:6][N:7]2[C:11]3[CH:12]=[C:13]([O:16][CH2:17][C:18]4[C:23]([F:24])=[CH:22][C:21]([CH3:25])=[CH:20][N:19]=4)[CH:14]=[CH:15][C:10]=3[N:9]=[C:8]2[C@H:26]2[CH2:31][CH2:30][CH2:29][CH2:28][C@H:27]2[C:32]([O:34][CH2:35][CH3:36])=[O:33])=[C:4]([F:40])[CH:3]=1.[F:41][CH:42]1[CH2:47][CH2:46][NH:45][CH2:44][CH2:43]1.C([O-])([O-])=O.[Cs+].[Cs+]. (7) Given the product [C:23]([O:27][C:28]([NH:3][C@H:4]([CH2:8][C:9]1[CH:10]=[CH:11][C:12]([CH2:15][F:16])=[CH:13][CH:14]=1)[C:5]([OH:7])=[O:6])=[O:29])([CH3:26])([CH3:25])[CH3:24], predict the reactants needed to synthesize it. The reactants are: N#N.[NH2:3][C@H:4]([CH2:8][C:9]1[CH:14]=[CH:13][C:12]([CH2:15][F:16])=[CH:11][CH:10]=1)[C:5]([OH:7])=[O:6].C(=O)([O-])[O-].[K+].[K+].[C:23]([O:27][C:28](O[C:28]([O:27][C:23]([CH3:26])([CH3:25])[CH3:24])=[O:29])=[O:29])([CH3:26])([CH3:25])[CH3:24].